This data is from Forward reaction prediction with 1.9M reactions from USPTO patents (1976-2016). The task is: Predict the product of the given reaction. Given the reactants [NH2:1][C:2]1[C:23]([Cl:24])=[C:22]([CH:25]=[CH2:26])[C:21]([C:27]([F:30])([F:29])[F:28])=[CH:20][C:3]=1[C:4]([NH:6][CH2:7][C:8]1[CH:13]=[C:12]([Cl:14])[CH:11]=[CH:10][C:9]=1[S:15]([CH2:18][CH3:19])(=[O:17])=[O:16])=[O:5].ClC1C(C2OCCO2)=C(OC(F)(F)F)C=C2C=1N[C:39](=[O:42])N(CC1C=C(Cl)C=CC=1S(CC)(=O)=O)C2=O, predict the reaction product. The product is: [Cl:24][C:23]1[C:22]([CH:25]=[CH2:26])=[C:21]([C:27]([F:29])([F:30])[F:28])[CH:20]=[C:3]2[C:2]=1[NH:1][C:39](=[O:42])[N:6]([CH2:7][C:8]1[CH:13]=[C:12]([Cl:14])[CH:11]=[CH:10][C:9]=1[S:15]([CH2:18][CH3:19])(=[O:17])=[O:16])[C:4]2=[O:5].